The task is: Regression. Given two drug SMILES strings and cell line genomic features, predict the synergy score measuring deviation from expected non-interaction effect.. This data is from Merck oncology drug combination screen with 23,052 pairs across 39 cell lines. (1) Drug 1: O=C(O)C1(Cc2cccc(Nc3nccs3)n2)CCC(Oc2cccc(Cl)c2F)CC1. Drug 2: CCc1c2c(nc3ccc(O)cc13)-c1cc3c(c(=O)n1C2)COC(=O)C3(O)CC. Cell line: OCUBM. Synergy scores: synergy=-4.46. (2) Drug 1: CC(=O)OC1C(=O)C2(C)C(O)CC3OCC3(OC(C)=O)C2C(OC(=O)c2ccccc2)C2(O)CC(OC(=O)C(O)C(NC(=O)c3ccccc3)c3ccccc3)C(C)=C1C2(C)C. Drug 2: CNC(=O)c1cc(Oc2ccc(NC(=O)Nc3ccc(Cl)c(C(F)(F)F)c3)cc2)ccn1. Cell line: A2780. Synergy scores: synergy=-1.22. (3) Drug 1: CC(=O)OC1C(=O)C2(C)C(O)CC3OCC3(OC(C)=O)C2C(OC(=O)c2ccccc2)C2(O)CC(OC(=O)C(O)C(NC(=O)c3ccccc3)c3ccccc3)C(C)=C1C2(C)C. Drug 2: Cn1c(=O)n(-c2ccc(C(C)(C)C#N)cc2)c2c3cc(-c4cnc5ccccc5c4)ccc3ncc21. Cell line: NCIH460. Synergy scores: synergy=34.6. (4) Drug 1: COc1cccc2c1C(=O)c1c(O)c3c(c(O)c1C2=O)CC(O)(C(=O)CO)CC3OC1CC(N)C(O)C(C)O1. Drug 2: O=C(CCCCCCC(=O)Nc1ccccc1)NO. Cell line: ES2. Synergy scores: synergy=14.1. (5) Drug 1: C=CCn1c(=O)c2cnc(Nc3ccc(N4CCN(C)CC4)cc3)nc2n1-c1cccc(C(C)(C)O)n1. Drug 2: CCc1c2c(nc3ccc(O)cc13)-c1cc3c(c(=O)n1C2)COC(=O)C3(O)CC. Cell line: A2780. Synergy scores: synergy=0.675. (6) Drug 1: CS(=O)(=O)CCNCc1ccc(-c2ccc3ncnc(Nc4ccc(OCc5cccc(F)c5)c(Cl)c4)c3c2)o1. Drug 2: COC1=C2CC(C)CC(OC)C(O)C(C)C=C(C)C(OC(N)=O)C(OC)C=CC=C(C)C(=O)NC(=CC1=O)C2=O. Cell line: LOVO. Synergy scores: synergy=13.6. (7) Drug 1: CN(C)C(=N)N=C(N)N. Drug 2: CC(C)CC(NC(=O)C(Cc1ccccc1)NC(=O)c1cnccn1)B(O)O. Cell line: UACC62. Synergy scores: synergy=-9.22. (8) Drug 1: O=C(CCCCCCC(=O)Nc1ccccc1)NO. Drug 2: CCc1c2c(nc3ccc(O)cc13)-c1cc3c(c(=O)n1C2)COC(=O)C3(O)CC. Cell line: A375. Synergy scores: synergy=17.8. (9) Drug 1: Cn1nnc2c(C(N)=O)ncn2c1=O. Drug 2: Cn1c(=O)n(-c2ccc(C(C)(C)C#N)cc2)c2c3cc(-c4cnc5ccccc5c4)ccc3ncc21. Cell line: VCAP. Synergy scores: synergy=11.8.